Task: Predict which catalyst facilitates the given reaction.. Dataset: Catalyst prediction with 721,799 reactions and 888 catalyst types from USPTO (1) Reactant: [Cl:1][C:2]1[CH:16]=[CH:15][C:5]([CH2:6][O:7][C:8]2[CH:13]=[CH:12][NH:11][C:10](=[O:14])[CH:9]=2)=[CH:4][CH:3]=1.Br[C:18]1[CH:19]=[CH:20][C:21]2[N:25]=[C:24]([C:26](=[O:28])[CH3:27])[N:23]([CH3:29])[C:22]=2[CH:30]=1.CNCCNC.C(=O)([O-])[O-].[K+].[K+]. Product: [C:26]([C:24]1[N:23]([CH3:29])[C:22]2[CH:30]=[C:18]([N:11]3[CH:12]=[CH:13][C:8]([O:7][CH2:6][C:5]4[CH:15]=[CH:16][C:2]([Cl:1])=[CH:3][CH:4]=4)=[CH:9][C:10]3=[O:14])[CH:19]=[CH:20][C:21]=2[N:25]=1)(=[O:28])[CH3:27]. The catalyst class is: 846. (2) Reactant: Br[CH2:2][C:3]1[CH:7]=[C:6]([C:8]([F:11])([F:10])[F:9])[N:5]([C:12]2[CH:17]=[CH:16][CH:15]=[CH:14][CH:13]=2)[N:4]=1.C(=O)([O-])[O-].[K+].[K+].[C:24]([O:28][C:29](=[O:53])[CH2:30][CH2:31][N:32]([C:46]([O:48][C:49]([CH3:52])([CH3:51])[CH3:50])=[O:47])[CH2:33][C:34](=[O:45])[N:35]1[C:43]2[C:38](=[CH:39][C:40]([OH:44])=[CH:41][CH:42]=2)[CH2:37][CH2:36]1)([CH3:27])([CH3:26])[CH3:25]. Product: [C:24]([O:28][C:29](=[O:53])[CH2:30][CH2:31][N:32]([C:46]([O:48][C:49]([CH3:52])([CH3:51])[CH3:50])=[O:47])[CH2:33][C:34](=[O:45])[N:35]1[C:43]2[C:38](=[CH:39][C:40]([O:44][CH2:2][C:3]3[CH:7]=[C:6]([C:8]([F:11])([F:10])[F:9])[N:5]([C:12]4[CH:17]=[CH:16][CH:15]=[CH:14][CH:13]=4)[N:4]=3)=[CH:41][CH:42]=2)[CH2:37][CH2:36]1)([CH3:27])([CH3:26])[CH3:25]. The catalyst class is: 248.